Dataset: Reaction yield outcomes from USPTO patents with 853,638 reactions. Task: Predict the reaction yield, written as a fraction of the theoretical maximum amount of product (1.0 means a 100% yield; for example, 0.34 means a 34% yield). (1) The reactants are [F:1][C:2]1[CH:7]=[CH:6][CH:5]=[CH:4][C:3]=1[C:8]1[C:9]([N:17]2[CH2:22][CH2:21][N:20](C(OC(C)(C)C)=O)[CH2:19][CH2:18]2)=[C:10]2[CH:16]=[CH:15][NH:14][C:11]2=[N:12][CH:13]=1.C(O)(C(F)(F)F)=O. The catalyst is C(Cl)Cl. The product is [F:1][C:2]1[CH:7]=[CH:6][CH:5]=[CH:4][C:3]=1[C:8]1[C:9]([N:17]2[CH2:18][CH2:19][NH:20][CH2:21][CH2:22]2)=[C:10]2[CH:16]=[CH:15][NH:14][C:11]2=[N:12][CH:13]=1. The yield is 0.810. (2) The yield is 0.820. The product is [Cl:8][C:6]1[CH:5]=[C:4]([S:9]([NH:12][C:13]2[CH:21]=[CH:20][C:16]([C:17]([O:19][CH:26]([CH3:27])[CH2:25][O:24][CH3:23])=[O:18])=[C:15]([OH:22])[CH:14]=2)(=[O:10])=[O:11])[CH:3]=[C:2]([Cl:1])[CH:7]=1. No catalyst specified. The reactants are [Cl:1][C:2]1[CH:3]=[C:4]([S:9]([NH:12][C:13]2[CH:21]=[CH:20][C:16]([C:17]([OH:19])=[O:18])=[C:15]([OH:22])[CH:14]=2)(=[O:11])=[O:10])[CH:5]=[C:6]([Cl:8])[CH:7]=1.[CH3:23][O:24][CH2:25][CH:26](O)[CH3:27]. (3) The product is [F:8][C:5]1[N:6]=[CH:7][C:2]([C:14]2[S:15][CH:16]=[CH:17][N:18]=2)=[CH:3][CH:4]=1. The yield is 0.800. The catalyst is CN(C=O)C.Cl[Pd](Cl)([P](C1C=CC=CC=1)(C1C=CC=CC=1)C1C=CC=CC=1)[P](C1C=CC=CC=1)(C1C=CC=CC=1)C1C=CC=CC=1. The reactants are Br[C:2]1[CH:3]=[CH:4][C:5]([F:8])=[N:6][CH:7]=1.C([Sn](CCCC)(CCCC)[C:14]1[S:15][CH:16]=[CH:17][N:18]=1)CCC. (4) The reactants are [Si]([O:8][C:9]1[CH:14]=[CH:13][C:12]([NH:15][C:16]([NH:18][C:19]2[S:20][CH:21]=[C:22]([C:24]([F:27])([F:26])[F:25])[N:23]=2)=[S:17])=[C:11]([CH3:28])[CH:10]=1)(C(C)(C)C)(C)C.[F-].C([N+](CCCC)(CCCC)CCCC)CCC. The catalyst is C1COCC1.O. The product is [OH:8][C:9]1[CH:14]=[CH:13][C:12]([NH:15][C:16]([NH:18][C:19]2[S:20][CH:21]=[C:22]([C:24]([F:27])([F:26])[F:25])[N:23]=2)=[S:17])=[C:11]([CH3:28])[CH:10]=1. The yield is 0.240. (5) The catalyst is CC(C)=O. The product is [C:1]([N:4]1[CH2:9][CH2:8][N:7]([CH2:10][CH2:11][CH2:12][O:13][C:14]2[CH:23]=[C:22]3[C:17]([C:18]([O:37][C:36]4[C:28]([F:27])=[C:29]5[C:33](=[CH:34][CH:35]=4)[NH:32][C:31]([CH3:38])=[CH:30]5)=[N:19][CH:20]=[N:21]3)=[CH:16][C:15]=2[O:25][CH3:26])[CH2:6][CH2:5]1)(=[O:3])[CH3:2]. The yield is 0.770. The reactants are [C:1]([N:4]1[CH2:9][CH2:8][N:7]([CH2:10][CH2:11][CH2:12][O:13][C:14]2[CH:23]=[C:22]3[C:17]([C:18](Cl)=[N:19][CH:20]=[N:21]3)=[CH:16][C:15]=2[O:25][CH3:26])[CH2:6][CH2:5]1)(=[O:3])[CH3:2].[F:27][C:28]1[C:36]([OH:37])=[CH:35][CH:34]=[C:33]2[C:29]=1[CH:30]=[C:31]([CH3:38])[NH:32]2.C(=O)([O-])[O-].[Cs+].[Cs+]. (6) The reactants are [Br:1]N1C(=O)CCC1=O.[CH2:9]([O:11][C:12]([C:14]1[CH:19]=[CH:18][CH:17]=[C:16]([CH3:20])[N:15]=1)=[O:13])[CH3:10]. The catalyst is C(Cl)(Cl)(Cl)Cl.C(OOC(=O)C1C=CC=CC=1)(=O)C1C=CC=CC=1. The product is [CH2:9]([O:11][C:12]([C:14]1[CH:19]=[CH:18][CH:17]=[C:16]([CH2:20][Br:1])[N:15]=1)=[O:13])[CH3:10]. The yield is 0.320.